Dataset: Peptide-MHC class I binding affinity with 185,985 pairs from IEDB/IMGT. Task: Regression. Given a peptide amino acid sequence and an MHC pseudo amino acid sequence, predict their binding affinity value. This is MHC class I binding data. (1) The peptide sequence is RTHQYSEKGK. The MHC is HLA-A33:01 with pseudo-sequence HLA-A33:01. The binding affinity (normalized) is 0.0514. (2) The binding affinity (normalized) is 0. The peptide sequence is KDNSIRLSA. The MHC is HLA-B18:01 with pseudo-sequence HLA-B18:01. (3) The MHC is HLA-A02:06 with pseudo-sequence HLA-A02:06. The peptide sequence is VLYGPDTPI. The binding affinity (normalized) is 0.403. (4) The peptide sequence is FSILNLHKI. The MHC is H-2-Db with pseudo-sequence H-2-Db. The binding affinity (normalized) is 0.805. (5) The peptide sequence is GFASPLTGI. The MHC is H-2-Kd with pseudo-sequence H-2-Kd. The binding affinity (normalized) is 0.198. (6) The peptide sequence is LSGIFSNP. The MHC is HLA-A68:02 with pseudo-sequence HLA-A68:02. The binding affinity (normalized) is 0.